From a dataset of In vitro SARS-CoV-2 activity screen of 1,480 approved drugs from Prestwick library. Binary Classification. Given a drug SMILES string, predict its activity (active/inactive) in a high-throughput screening assay against a specified biological target. The drug is CN(C)CCCSC(=N)N.Cl.Cl. The result is 1 (active).